From a dataset of NCI-60 drug combinations with 297,098 pairs across 59 cell lines. Regression. Given two drug SMILES strings and cell line genomic features, predict the synergy score measuring deviation from expected non-interaction effect. (1) Drug 1: CC1C(C(CC(O1)OC2CC(CC3=C2C(=C4C(=C3O)C(=O)C5=C(C4=O)C(=CC=C5)OC)O)(C(=O)CO)O)N)O.Cl. Drug 2: CCC1(C2=C(COC1=O)C(=O)N3CC4=CC5=C(C=CC(=C5CN(C)C)O)N=C4C3=C2)O.Cl. Cell line: CCRF-CEM. Synergy scores: CSS=44.8, Synergy_ZIP=1.30, Synergy_Bliss=1.66, Synergy_Loewe=-29.5, Synergy_HSA=0.364. (2) Drug 1: C1CN1C2=NC(=NC(=N2)N3CC3)N4CC4. Drug 2: C1CC(=O)NC(=O)C1N2CC3=C(C2=O)C=CC=C3N. Cell line: SK-OV-3. Synergy scores: CSS=13.6, Synergy_ZIP=-3.43, Synergy_Bliss=-3.19, Synergy_Loewe=-7.34, Synergy_HSA=-2.44. (3) Drug 1: CCC1(CC2CC(C3=C(CCN(C2)C1)C4=CC=CC=C4N3)(C5=C(C=C6C(=C5)C78CCN9C7C(C=CC9)(C(C(C8N6C=O)(C(=O)OC)O)OC(=O)C)CC)OC)C(=O)OC)O.OS(=O)(=O)O. Drug 2: C1=NC2=C(N1)C(=S)N=CN2. Cell line: MDA-MB-231. Synergy scores: CSS=57.8, Synergy_ZIP=-8.14, Synergy_Bliss=-2.31, Synergy_Loewe=-2.69, Synergy_HSA=-0.0857. (4) Drug 1: CC(CN1CC(=O)NC(=O)C1)N2CC(=O)NC(=O)C2. Drug 2: C#CCC(CC1=CN=C2C(=N1)C(=NC(=N2)N)N)C3=CC=C(C=C3)C(=O)NC(CCC(=O)O)C(=O)O. Cell line: MCF7. Synergy scores: CSS=5.98, Synergy_ZIP=-6.75, Synergy_Bliss=-5.18, Synergy_Loewe=-4.11, Synergy_HSA=-4.38. (5) Drug 1: CC1=C(C=C(C=C1)NC(=O)C2=CC=C(C=C2)CN3CCN(CC3)C)NC4=NC=CC(=N4)C5=CN=CC=C5. Drug 2: CCN(CC)CCNC(=O)C1=C(NC(=C1C)C=C2C3=C(C=CC(=C3)F)NC2=O)C. Cell line: OVCAR3. Synergy scores: CSS=-9.11, Synergy_ZIP=5.45, Synergy_Bliss=0.796, Synergy_Loewe=-4.26, Synergy_HSA=-9.58. (6) Drug 1: CNC(=O)C1=CC=CC=C1SC2=CC3=C(C=C2)C(=NN3)C=CC4=CC=CC=N4. Drug 2: C1=CC(=CC=C1CC(C(=O)O)N)N(CCCl)CCCl.Cl. Cell line: M14. Synergy scores: CSS=3.59, Synergy_ZIP=1.83, Synergy_Bliss=-0.100, Synergy_Loewe=-5.78, Synergy_HSA=-5.43. (7) Drug 1: CCC(=C(C1=CC=CC=C1)C2=CC=C(C=C2)OCCN(C)C)C3=CC=CC=C3.C(C(=O)O)C(CC(=O)O)(C(=O)O)O. Drug 2: C1=NNC2=C1C(=O)NC=N2. Cell line: RXF 393. Synergy scores: CSS=-3.15, Synergy_ZIP=3.54, Synergy_Bliss=2.64, Synergy_Loewe=-2.06, Synergy_HSA=-1.51.